From a dataset of NCI-60 drug combinations with 297,098 pairs across 59 cell lines. Regression. Given two drug SMILES strings and cell line genomic features, predict the synergy score measuring deviation from expected non-interaction effect. (1) Drug 1: CC1=CC2C(CCC3(C2CCC3(C(=O)C)OC(=O)C)C)C4(C1=CC(=O)CC4)C. Drug 2: C1=NNC2=C1C(=O)NC=N2. Cell line: ACHN. Synergy scores: CSS=9.86, Synergy_ZIP=-2.89, Synergy_Bliss=-1.13, Synergy_Loewe=-0.230, Synergy_HSA=-0.273. (2) Drug 1: CC1=C(C(CCC1)(C)C)C=CC(=CC=CC(=CC(=O)O)C)C. Drug 2: CS(=O)(=O)OCCCCOS(=O)(=O)C. Cell line: HS 578T. Synergy scores: CSS=21.4, Synergy_ZIP=-3.31, Synergy_Bliss=1.68, Synergy_Loewe=-28.2, Synergy_HSA=3.85.